From a dataset of Forward reaction prediction with 1.9M reactions from USPTO patents (1976-2016). Predict the product of the given reaction. (1) Given the reactants I[C:2]1[CH:3]=[C:4]([CH:6]=[CH:7][C:8]=1[CH3:9])[NH2:5].[B:10]1([B:10]2[O:14][C:13]([CH3:16])([CH3:15])[C:12]([CH3:18])([CH3:17])[O:11]2)[O:14][C:13]([CH3:16])([CH3:15])[C:12]([CH3:18])([CH3:17])[O:11]1.C([O-])(=O)C.[K+], predict the reaction product. The product is: [CH3:9][C:8]1[CH:7]=[CH:6][C:4]([NH2:5])=[CH:3][C:2]=1[B:10]1[O:14][C:13]([CH3:16])([CH3:15])[C:12]([CH3:18])([CH3:17])[O:11]1. (2) Given the reactants [Cl:1][CH2:2]/[CH:3]=[CH:4]\[CH2:5][N:6]1[C:10]2[CH:11]=[CH:12][CH:13]=[CH:14][C:9]=2[N:8]([C:15]2[CH:20]=[CH:19][C:18]([CH3:21])=[CH:17][C:16]=2[F:22])[S:7]1(=[O:24])=[O:23].[CH2:25]([NH2:27])[CH3:26], predict the reaction product. The product is: [ClH:1].[CH2:25]([NH:27][CH2:2]/[CH:3]=[CH:4]\[CH2:5][N:6]1[C:10]2[CH:11]=[CH:12][CH:13]=[CH:14][C:9]=2[N:8]([C:15]2[CH:20]=[CH:19][C:18]([CH3:21])=[CH:17][C:16]=2[F:22])[S:7]1(=[O:24])=[O:23])[CH3:26]. (3) Given the reactants [C:1]([O:5][C:6]([N:8]1[CH2:13][CH2:12][CH:11]([NH:14][C:15]2[C:20]([O:21][CH2:22][C:23]([O:25]CC)=O)=[CH:19][CH:18]=[CH:17][N:16]=2)[CH2:10][CH2:9]1)=[O:7])([CH3:4])([CH3:3])[CH3:2].[Li+].[OH-].CN(C(ON1N=NC2C=CC=NC1=2)=[N+](C)C)C.F[P-](F)(F)(F)(F)F, predict the reaction product. The product is: [C:1]([O:5][C:6]([N:8]1[CH2:13][CH2:12][CH:11]([N:14]2[C:23](=[O:25])[CH2:22][O:21][C:20]3[CH:19]=[CH:18][CH:17]=[N:16][C:15]2=3)[CH2:10][CH2:9]1)=[O:7])([CH3:2])([CH3:3])[CH3:4]. (4) Given the reactants CO.[CH3:3][S:4][CH2:5][CH2:6][CH2:7][O:8][C:9]1[CH:10]=[C:11]2[C:15](=[CH:16][CH:17]=1)[N:14](C(OC(C)(C)C)=O)[C:13]([C:25]([O:27]CC)=[O:26])=[CH:12]2.[Li+].[OH-], predict the reaction product. The product is: [CH3:3][S:4][CH2:5][CH2:6][CH2:7][O:8][C:9]1[CH:10]=[C:11]2[C:15](=[CH:16][CH:17]=1)[NH:14][C:13]([C:25]([OH:27])=[O:26])=[CH:12]2. (5) Given the reactants [F:1][C:2]1[C:7]([F:8])=[CH:6][C:5]([C:9]2[CH:14]=[CH:13][C:12]([OH:15])=[CH:11][CH:10]=2)=[C:4]([O:16][CH3:17])[CH:3]=1.C1(P(C2C=CC=CC=2)C2C=CC=CC=2)C=CC=CC=1.N(C(OC(C)C)=O)=NC(OC(C)C)=O.[C:51]([O:55][C:56]([N:58]1[C:66]2[C:61](=[CH:62][CH:63]=[C:64]([CH2:67]O)[CH:65]=2)[CH:60]=[CH:59]1)=[O:57])([CH3:54])([CH3:53])[CH3:52].C(N(CC)CC)C, predict the reaction product. The product is: [C:51]([O:55][C:56]([N:58]1[C:66]2[C:61](=[CH:62][CH:63]=[C:64]([CH2:67][O:15][C:12]3[CH:11]=[CH:10][C:9]([C:5]4[CH:6]=[C:7]([F:8])[C:2]([F:1])=[CH:3][C:4]=4[O:16][CH3:17])=[CH:14][CH:13]=3)[CH:65]=2)[CH:60]=[CH:59]1)=[O:57])([CH3:54])([CH3:53])[CH3:52]. (6) Given the reactants F[P-](F)(F)(F)(F)F.N1(OC(N(C)C)=[N+](C)C)C2N=CC=CC=2N=N1.C(OC([N:32]1[CH:36]=[C:35]([CH2:37][CH:38]([NH:42]C(OC(C)(C)C)=O)[C:39]([OH:41])=O)[N:34]=[CH:33]1)=O)(C)(C)C.C(N(CC)CC)C.[NH2:57][CH2:58][CH2:59][CH2:60][O:61][C:62]1[CH:67]=[CH:66][C:65]([Cl:68])=[CH:64][C:63]=1[NH:69][C:70]([NH:72][C:73]1[CH:78]=[CH:77][C:76]([C:79]#[N:80])=[CH:75][N:74]=1)=[O:71].Cl.O1CCOCC1, predict the reaction product. The product is: [NH2:42][C@@H:38]([CH2:37][C:35]1[N:34]=[CH:33][NH:32][CH:36]=1)[C:39]([NH:57][CH2:58][CH2:59][CH2:60][O:61][C:62]1[CH:67]=[CH:66][C:65]([Cl:68])=[CH:64][C:63]=1[NH:69][C:70]([NH:72][C:73]1[CH:78]=[CH:77][C:76]([C:79]#[N:80])=[CH:75][N:74]=1)=[O:71])=[O:41]. (7) The product is: [Br:1][C:2]1[CH:3]=[CH:4][C:5]([CH:19]2[CH2:21][CH2:20]2)=[C:6]([CH:8]2[C:9]3([C:10](=[O:18])[C:11]([CH3:17])([CH3:16])[O:12][C:13]3([CH3:14])[CH3:15])[O:22]2)[CH:7]=1. Given the reactants [Br:1][C:2]1[CH:3]=[CH:4][C:5]([CH:19]2[CH2:21][CH2:20]2)=[C:6]([CH:8]=[C:9]2[C:13]([CH3:15])([CH3:14])[O:12][C:11]([CH3:17])([CH3:16])[C:10]2=[O:18])[CH:7]=1.[OH-:22].[Li+].OO, predict the reaction product. (8) Given the reactants [NH:1]1[C:9]2[C:4](=[CH:5][CH:6]=[C:7]([C:10]([O:12][CH2:13][CH3:14])=[O:11])[CH:8]=2)[CH:3]=[C:2]1[C:15]([O:17][CH2:18][CH3:19])=[O:16].O[CH2:21][CH:22]([CH3:32])[CH2:23][NH:24][C:25](=[O:31])[O:26][C:27]([CH3:30])([CH3:29])[CH3:28].C1(P(C2C=CC=CC=2)C2C=CC=CC=2)C=CC=CC=1.N(C(OC(C)C)=O)=NC(OC(C)C)=O, predict the reaction product. The product is: [C:27]([O:26][C:25]([NH:24][CH2:23][CH:22]([CH3:32])[CH2:21][N:1]1[C:9]2[C:4](=[CH:5][CH:6]=[C:7]([C:10]([O:12][CH2:13][CH3:14])=[O:11])[CH:8]=2)[CH:3]=[C:2]1[C:15]([O:17][CH2:18][CH3:19])=[O:16])=[O:31])([CH3:30])([CH3:29])[CH3:28].[NH:1]1[C:9]2[C:4](=[CH:5][CH:6]=[C:7]([C:10]([O:12][CH2:13][CH3:14])=[O:11])[CH:8]=2)[CH:3]=[C:2]1[C:15]([O:17][CH2:18][CH3:19])=[O:16]. (9) Given the reactants C(OP([CH2:9][C:10]1[CH:15]=[CH:14][C:13]([Cl:16])=[CH:12][CH:11]=1)(=O)OCC)C.C([N:24]1[CH2:29][CH2:28][C:27](=O)[CH2:26][CH2:25]1)C1C=CC=CC=1, predict the reaction product. The product is: [ClH:16].[Cl:16][C:13]1[CH:12]=[CH:11][C:10]([CH:9]=[C:27]2[CH2:28][CH2:29][NH:24][CH2:25][CH2:26]2)=[CH:15][CH:14]=1.